This data is from Reaction yield outcomes from USPTO patents with 853,638 reactions. The task is: Predict the reaction yield, written as a fraction of the theoretical maximum amount of product (1.0 means a 100% yield; for example, 0.34 means a 34% yield). (1) The reactants are [I:1]Cl.[N-:3]=[N+:4]=[N-:5].[Na+].[OH:7][CH2:8][CH2:9][O:10][CH2:11][N:12]1[CH:19]=[C:18]([CH:20]=[CH2:21])[C:16](=[O:17])[NH:15][C:13]1=[O:14]. The catalyst is C(#N)C.C(Cl)(Cl)Cl.CO. The product is [OH:7][CH2:8][CH2:9][O:10][CH2:11][N:12]1[CH:19]=[C:18]([CH:20]([N:3]=[N+:4]=[N-:5])[CH2:21][I:1])[C:16](=[O:17])[NH:15][C:13]1=[O:14]. The yield is 0.340. (2) The catalyst is C(O)(=O)C. The yield is 0.670. The reactants are [C:1]1([CH:7]([C:35]2[CH:40]=[CH:39][CH:38]=[CH:37][CH:36]=2)[CH2:8][CH2:9][NH:10][C:11](=[O:34])[C:12]2[CH:17]=[CH:16][C:15]([N:18]3[C:22](O)([C:23]([F:26])([F:25])[F:24])[CH2:21][C:20]([C:28]4[CH:29]=[N:30][CH:31]=[CH:32][CH:33]=4)=[N:19]3)=[N:14][CH:13]=2)[CH:6]=[CH:5][CH:4]=[CH:3][CH:2]=1. The product is [C:35]1([CH:7]([C:1]2[CH:2]=[CH:3][CH:4]=[CH:5][CH:6]=2)[CH2:8][CH2:9][NH:10][C:11](=[O:34])[C:12]2[CH:17]=[CH:16][C:15]([N:18]3[C:22]([C:23]([F:25])([F:26])[F:24])=[CH:21][C:20]([C:28]4[CH:29]=[N:30][CH:31]=[CH:32][CH:33]=4)=[N:19]3)=[N:14][CH:13]=2)[CH:36]=[CH:37][CH:38]=[CH:39][CH:40]=1. (3) The reactants are [C:1]([O:4][CH2:5][S:6][C:7]1[C:12]([F:13])=[CH:11][C:10]([C:14]2[C:15]([C:20]3[CH:25]=[CH:24][CH:23]=[CH:22][CH:21]=3)=[N:16][O:17][C:18]=2[CH3:19])=[CH:9][C:8]=1[F:26])(=[O:3])[CH3:2].[OH2:27].[OH2:28].O.O.O.O.C(O[O-])(=O)C1C(=CC=CC=1)C([O-])=O.[Mg+2].O.[Cl-].[NH4+]. The catalyst is CO.ClCCl. The product is [C:1]([O:4][CH2:5][S:6]([C:7]1[C:12]([F:13])=[CH:11][C:10]([C:14]2[C:15]([C:20]3[CH:25]=[CH:24][CH:23]=[CH:22][CH:21]=3)=[N:16][O:17][C:18]=2[CH3:19])=[CH:9][C:8]=1[F:26])(=[O:28])=[O:27])(=[O:3])[CH3:2]. The yield is 0.540. (4) The product is [F:23][CH:2]([F:1])[C:3]1[N:8]=[C:7]([CH:9]2[CH2:10][CH2:11][CH:12]([CH:15]([CH2:21][CH3:22])[C:16]([OH:18])=[O:17])[CH2:13][CH2:14]2)[CH:6]=[CH:5][CH:4]=1. The catalyst is C1COCC1.CO. The yield is 0.990. The reactants are [F:1][CH:2]([F:23])[C:3]1[N:8]=[C:7]([CH:9]2[CH2:14][CH2:13][CH:12]([CH:15]([CH2:21][CH3:22])[C:16]([O:18]CC)=[O:17])[CH2:11][CH2:10]2)[CH:6]=[CH:5][CH:4]=1.[Li+].[OH-].Cl. (5) The reactants are [I:1][C:2]1[CH:7]=[CH:6][N:5]=[C:4]2[N:8](C(=O)C)[CH:9]=[CH:10][C:3]=12.C[O-].[Na+].CO. The catalyst is C(O)C. The product is [I:1][C:2]1[CH:7]=[CH:6][N:5]=[C:4]2[NH:8][CH:9]=[CH:10][C:3]=12. The yield is 0.920. (6) The reactants are [I-].[C:2]([CH:5]([CH2:11][CH:12]([CH3:14])[CH3:13])[CH2:6][N+:7]([CH3:10])([CH3:9])C)(=[O:4])[CH3:3].[CH3:15][O:16][C:17]1[CH:18]=[C:19]2[C:24](=[CH:25][C:26]=1[O:27][CH3:28])C=NC[CH2:20]2.C(O)C.O. The catalyst is ClCCl. The product is [CH2:11]([CH:5]1[CH2:6][N:7]2[CH2:9][CH2:20][C:19]3[C:24]([CH:10]2[CH2:3][C:2]1=[O:4])=[CH:25][C:26]([O:27][CH3:28])=[C:17]([O:16][CH3:15])[CH:18]=3)[CH:12]([CH3:13])[CH3:14]. The yield is 0.360. (7) The reactants are [CH3:1][O:2][C:3](=[O:20])[C:4]1[CH:9]=[C:8]([N+:10]([O-])=O)[CH:7]=[C:6]([C:13]2[CH:18]=[CH:17][C:16]([CH3:19])=[CH:15][N:14]=2)[CH:5]=1.Cl[Sn]Cl. The catalyst is CO.C(OCC)(=O)C. The product is [CH3:1][O:2][C:3](=[O:20])[C:4]1[CH:5]=[C:6]([C:13]2[CH:18]=[CH:17][C:16]([CH3:19])=[CH:15][N:14]=2)[CH:7]=[C:8]([NH2:10])[CH:9]=1. The yield is 0.900. (8) The reactants are [Cl:1][C:2]1[CH:7]=[CH:6][CH:5]=[C:4]([Cl:8])[C:3]=1[C:9]([NH:11][C@H:12]([C:29]([O:31][CH3:32])=[O:30])[CH2:13][C:14]1[CH:19]=[CH:18][C:17]([O:20][CH2:21][CH2:22][C:23]2[CH:28]=[CH:27][CH:26]=[CH:25][N:24]=2)=[CH:16][CH:15]=1)=[O:10].C1C=C(Cl)C=C(C(OO)=[O:41])C=1.C(Cl)Cl. The yield is 0.900. The product is [Cl:1][C:2]1[CH:7]=[CH:6][CH:5]=[C:4]([Cl:8])[C:3]=1[C:9]([NH:11][C@H:12]([C:29]([O:31][CH3:32])=[O:30])[CH2:13][C:14]1[CH:19]=[CH:18][C:17]([O:20][CH2:21][CH2:22][C:23]2[CH:28]=[CH:27][CH:26]=[CH:25][N+:24]=2[O-:41])=[CH:16][CH:15]=1)=[O:10]. The catalyst is C(#N)C. (9) The reactants are [F:1][C:2]1[CH:7]=[CH:6][C:5]([C:8]2[CH:12]=[C:11]([C:13]3[S:14][CH:15]=[CH:16][CH:17]=3)[NH:10][C:9]=2[C:18]([OH:20])=O)=[CH:4][CH:3]=1.Cl.[NH2:22][CH2:23][C:24]1[N:25]=[CH:26][C:27]([C:30]([O:32][CH3:33])=[O:31])=[N:28][CH:29]=1. No catalyst specified. The product is [F:1][C:2]1[CH:3]=[CH:4][C:5]([C:8]2[CH:12]=[C:11]([C:13]3[S:14][CH:15]=[CH:16][CH:17]=3)[NH:10][C:9]=2[C:18]([NH:22][CH2:23][C:24]2[N:25]=[CH:26][C:27]([C:30]([O:32][CH3:33])=[O:31])=[N:28][CH:29]=2)=[O:20])=[CH:6][CH:7]=1. The yield is 0.760.